From a dataset of Reaction yield outcomes from USPTO patents with 853,638 reactions. Predict the reaction yield, written as a fraction of the theoretical maximum amount of product (1.0 means a 100% yield; for example, 0.34 means a 34% yield). (1) The reactants are [F:1][C:2]1[CH:10]=[CH:9][CH:8]=[C:7]2[C:3]=1[C:4]([CH:12]=O)=[CH:5][N:6]2[CH3:11].[CH3:14][N:15]1C2C(=CC=CC=2)C(C)=C1C=O. No catalyst specified. The product is [F:1][C:2]1[CH:10]=[CH:9][CH:8]=[C:7]2[C:3]=1[C:4]([CH2:12][NH:15][CH3:14])=[CH:5][N:6]2[CH3:11]. The yield is 0.770. (2) The reactants are [H-].[Na+].[C:3]1([CH:9]([N:13]2[CH:17]=[C:16]([C:18]3[C:19]4[CH:26]=[CH:25][N:24]([CH2:27][O:28][CH2:29][CH2:30][Si:31]([CH3:34])([CH3:33])[CH3:32])[C:20]=4[N:21]=[CH:22][N:23]=3)[CH:15]=[N:14]2)[CH2:10][CH2:11][OH:12])[CH:8]=[CH:7][CH:6]=[CH:5][CH:4]=1.[CH3:35]N(C=O)C.CI. No catalyst specified. The product is [CH3:35][O:12][CH2:11][CH2:10][CH:9]([N:13]1[CH:17]=[C:16]([C:18]2[C:19]3[CH:26]=[CH:25][N:24]([CH2:27][O:28][CH2:29][CH2:30][Si:31]([CH3:33])([CH3:32])[CH3:34])[C:20]=3[N:21]=[CH:22][N:23]=2)[CH:15]=[N:14]1)[C:3]1[CH:8]=[CH:7][CH:6]=[CH:5][CH:4]=1. The yield is 0.880. (3) The reactants are [H-].[Na+].[CH2:3]([OH:10])[C:4]1[CH:9]=[CH:8][CH:7]=[CH:6][CH:5]=1.[H][H].F[C:14]1[CH:19]=[CH:18][C:17]([N+:20]([O-:22])=[O:21])=[CH:16][C:15]=1[C:23]([F:26])([F:25])[F:24]. The catalyst is CN(C=O)C. The product is [CH2:3]([O:10][C:14]1[CH:19]=[CH:18][C:17]([N+:20]([O-:22])=[O:21])=[CH:16][C:15]=1[C:23]([F:24])([F:25])[F:26])[C:4]1[CH:9]=[CH:8][CH:7]=[CH:6][CH:5]=1. The yield is 0.830. (4) The reactants are [OH-].[Na+].[Cl:3][C:4]1[CH:11]=[CH:10][CH:9]=[CH:8][C:5]=1[CH:6]=O.[CH3:12][C:13]([CH3:15])=[O:14]. The catalyst is O.CCO. The product is [Cl:3][C:4]1[CH:11]=[CH:10][CH:9]=[CH:8][C:5]=1/[CH:6]=[CH:12]/[C:13](=[O:14])/[CH:15]=[CH:6]/[C:5]1[CH:8]=[CH:9][CH:10]=[CH:11][C:4]=1[Cl:3]. The yield is 0.690. (5) The reactants are [CH3:1][O:2][C:3](=[O:17])[CH:4]=[C:5]1[CH2:8][CH:7]([NH:9][C:10]([O:12][C:13]([CH3:16])([CH3:15])[CH3:14])=[O:11])[CH2:6]1. The catalyst is CO.[Pd]. The product is [CH3:1][O:2][C:3](=[O:17])[CH2:4][CH:5]1[CH2:6][CH:7]([NH:9][C:10]([O:12][C:13]([CH3:15])([CH3:14])[CH3:16])=[O:11])[CH2:8]1. The yield is 0.990. (6) The reactants are C(OC([NH:8][C@H:9]([C:11]([NH:13][CH:14]1[N:20]=[C:19]([C:21]2[CH:26]=[CH:25][CH:24]=[CH:23][CH:22]=2)[C:18]2[CH:27]=[CH:28][CH:29]=[CH:30][C:17]=2[N:16]([CH2:31][C:32](=[O:39])[C:33]2[CH:38]=[CH:37][CH:36]=[CH:35][CH:34]=2)[C:15]1=[O:40])=[O:12])[CH3:10])=O)(C)(C)C.C(O)(C(F)(F)F)=O.C(Cl)Cl. No catalyst specified. The product is [NH2:8][C@H:9]([C:11]([NH:13][CH:14]1[N:20]=[C:19]([C:21]2[CH:26]=[CH:25][CH:24]=[CH:23][CH:22]=2)[C:18]2[CH:27]=[CH:28][CH:29]=[CH:30][C:17]=2[N:16]([CH2:31][C:32](=[O:39])[C:33]2[CH:38]=[CH:37][CH:36]=[CH:35][CH:34]=2)[C:15]1=[O:40])=[O:12])[CH3:10]. The yield is 0.940. (7) The reactants are O1C[CH2:5][CH:4]([O:7][CH2:8][CH:9]2[CH2:14][CH2:13][N:12]([C:15]3[CH:16]=[CH:17][C:18]4[N:19]([C:21]([C:24]([F:27])([F:26])[F:25])=[N:22][N:23]=4)[N:20]=3)[CH2:11][CH2:10]2)[CH2:3]C1.O.[C:29]1(C)C=CC(S(O)(=O)=O)=CC=1.CC(C)=C. The catalyst is C(Cl)Cl. The product is [C:4]([O:7][CH2:8][CH:9]1[CH2:10][CH2:11][N:12]([C:15]2[CH:16]=[CH:17][C:18]3[N:19]([C:21]([C:24]([F:27])([F:25])[F:26])=[N:22][N:23]=3)[N:20]=2)[CH2:13][CH2:14]1)([CH3:5])([CH3:29])[CH3:3]. The yield is 0.540.